This data is from Reaction yield outcomes from USPTO patents with 853,638 reactions. The task is: Predict the reaction yield, written as a fraction of the theoretical maximum amount of product (1.0 means a 100% yield; for example, 0.34 means a 34% yield). (1) The reactants are [NH2:1][CH:2]1[CH2:7][CH2:6][N:5]([CH2:8][CH2:9][N:10]2[C:19]3[C:14](=[CH:15][CH:16]=[C:17]([O:20][CH3:21])[CH:18]=3)[N:13]=[CH:12][C:11]2=[O:22])[CH2:4][CH:3]1[OH:23].O=[C:25]1[CH2:30][O:29][C:28]2[CH:31]=[CH:32][C:33]([CH:35]=O)=[N:34][C:27]=2[NH:26]1.C(O[BH-](OC(=O)C)OC(=O)C)(=O)C.[Na+]. No catalyst specified. The product is [OH:23][CH:3]1[CH:2]([NH:1][CH2:35][C:33]2[CH:32]=[CH:31][C:28]3[O:29][CH2:30][CH:25]=[N:26][C:27]=3[N:34]=2)[CH2:7][CH2:6][N:5]([CH2:8][CH2:9][N:10]2[C:19]3[C:14](=[CH:15][CH:16]=[C:17]([O:20][CH3:21])[CH:18]=3)[N:13]=[CH:12][C:11]2=[O:22])[CH2:4]1. The yield is 0.840. (2) The reactants are [CH2:1]=[N:2][CH2:3][C:4]([O:6][CH2:7][CH3:8])=[O:5].[H-].[Na+].[C:11]([C:13]1[CH:21]=[CH:20][C:16]([C:17](Cl)=[O:18])=[CH:15][CH:14]=1)#[N:12]. The catalyst is C1(C)C=CC=CC=1. The product is [C:11]([C:13]1[CH:21]=[CH:20][C:16]([C:17]2[O:18][CH:1]=[N:2][C:3]=2[C:4]([O:6][CH2:7][CH3:8])=[O:5])=[CH:15][CH:14]=1)#[N:12]. The yield is 0.360. (3) The reactants are [C:1](N1C=CC=CC1=O)(N1C=CC=CC1=O)=[S:2].[CH3:17][O:18][CH2:19][C:20]1[N:25]=[CH:24][N:23]=[C:22]([NH2:26])[CH:21]=1. The catalyst is ClCCl. The product is [N:26]([C:22]1[CH:21]=[C:20]([CH2:19][O:18][CH3:17])[N:25]=[CH:24][N:23]=1)=[C:1]=[S:2]. The yield is 0.490. (4) The reactants are [CH3:1][O:2][CH2:3][CH2:4][O:5][C:6]1[CH:7]=[C:8]2[C:13](=[CH:14][C:15]=1[O:16][CH2:17][CH2:18][O:19][CH3:20])[N:12]=[CH:11][NH:10][C:9]2=O.O=P(Cl)(Cl)[Cl:24]. The catalyst is C1(C)C=CC=CC=1. The product is [Cl:24][C:9]1[C:8]2[C:13](=[CH:14][C:15]([O:16][CH2:17][CH2:18][O:19][CH3:20])=[C:6]([O:5][CH2:4][CH2:3][O:2][CH3:1])[CH:7]=2)[N:12]=[CH:11][N:10]=1. The yield is 0.910. (5) The reactants are [Br:1][C:2]1[CH:7]=[CH:6][C:5]([S:8](Cl)(=[O:10])=[O:9])=[C:4]([CH3:12])[CH:3]=1.[NH2:13][CH2:14][CH2:15][N:16]1[CH2:21][CH2:20][O:19][CH2:18][CH2:17]1.C(N(CC)C(C)C)(C)C. The catalyst is O1CCCC1. The product is [Br:1][C:2]1[CH:7]=[CH:6][C:5]([S:8]([NH:13][CH2:14][CH2:15][N:16]2[CH2:21][CH2:20][O:19][CH2:18][CH2:17]2)(=[O:10])=[O:9])=[C:4]([CH3:12])[CH:3]=1. The yield is 0.990. (6) The reactants are C(N(CC)CC)C.[C:19]([O:18][C:16](O[C:16]([O:18][C:19]([CH3:22])([CH3:21])[CH3:20])=[O:17])=[O:17])([CH3:22])([CH3:21])[CH3:20].[CH2:23]([O:25][C:26](=[O:35])[CH2:27][CH:28]1[C:33](=[O:34])[NH:32][CH2:31][CH2:30][NH:29]1)[CH3:24]. The catalyst is O1CCOCC1.O. The product is [C:19]([O:18][C:16]([N:29]1[CH2:30][CH2:31][NH:32][C:33](=[O:34])[CH:28]1[CH2:27][C:26]([O:25][CH2:23][CH3:24])=[O:35])=[O:17])([CH3:20])([CH3:21])[CH3:22]. The yield is 0.920. (7) The reactants are [C:1]([O:5][C:6]([CH:8]1[CH2:13][CH2:12][N:11]([C:14]2[C:22]([C:23]#[N:24])=[CH:21][C:17]([C:18]([OH:20])=[O:19])=[C:16]([CH3:25])[N:15]=2)[CH2:10][CH2:9]1)=[O:7])([CH3:4])([CH3:3])[CH3:2].[CH3:26][C:27]([CH3:31])([CH3:30])[CH2:28]O.CCN=C=NCCCN(C)C.C1C=CC2N(O)N=NC=2C=1.CCN(C(C)C)C(C)C. The catalyst is CCOC(C)=O. The product is [C:1]([O:5][C:6]([CH:8]1[CH2:13][CH2:12][N:11]([C:14]2[C:22]([C:23]#[N:24])=[CH:21][C:17]([C:18]([O:20][CH2:26][C:27]([CH3:31])([CH3:30])[CH3:28])=[O:19])=[C:16]([CH3:25])[N:15]=2)[CH2:10][CH2:9]1)=[O:7])([CH3:4])([CH3:3])[CH3:2]. The yield is 0.0300. (8) The reactants are [F:1][C:2]1[CH:7]=[C:6](OS(C(F)(F)F)(=O)=O)[CH:5]=[C:4]([F:16])[C:3]=1[C:17]1[N:22]=[C:21]([C:23]([O:25][CH3:26])=[O:24])[CH:20]=[CH:19][C:18]=1[F:27].[S:28]1[CH2:33][CH:32]=[C:31](B(O)O)[CH2:30][CH2:29]1.C(Cl)Cl. The catalyst is COCCOC.C1C=CC(P(C2C=CC=CC=2)[C-]2C=CC=C2)=CC=1.C1C=CC(P(C2C=CC=CC=2)[C-]2C=CC=C2)=CC=1.Cl[Pd]Cl.[Fe+2]. The product is [S:28]1[CH2:29][CH:30]=[C:31]([C:6]2[CH:5]=[C:4]([F:16])[C:3]([C:17]3[N:22]=[C:21]([C:23]([O:25][CH3:26])=[O:24])[CH:20]=[CH:19][C:18]=3[F:27])=[C:2]([F:1])[CH:7]=2)[CH2:32][CH2:33]1. The yield is 0.600. (9) The reactants are Cl.[NH2:2][CH2:3][CH2:4][CH2:5][N:6]1[C:25]([C:26]([O:28]CC)=O)=[C:9]2[CH2:10][CH2:11][C:12]3[CH:13]=[N:14][C:15]([NH:18][C:19]4[CH:24]=[CH:23][CH:22]=[CH:21][CH:20]=4)=[N:16][C:17]=3[C:8]2=[N:7]1.C(=O)([O-])[O-].[Cs+].[Cs+]. The catalyst is CO. The product is [NH:18]([C:15]1[N:14]=[CH:13][C:12]2[CH2:11][CH2:10][C:9]3=[C:25]4[C:26](=[O:28])[NH:2][CH2:3][CH2:4][CH2:5][N:6]4[N:7]=[C:8]3[C:17]=2[N:16]=1)[C:19]1[CH:24]=[CH:23][CH:22]=[CH:21][CH:20]=1. The yield is 0.700. (10) The yield is 0.940. The catalyst is C(O)C.[OH-].[Pd+2].[OH-].[C]. The reactants are C([N:8]1[CH2:13][CH2:12][C@H:11]([OH:14])[C@H:10]([CH2:15][O:16][C:17]2[CH:22]=[CH:21][CH:20]=[CH:19][C:18]=2[F:23])[CH2:9]1)C1C=CC=CC=1.C(OCC)(=O)C. The product is [F:23][C:18]1[CH:19]=[CH:20][CH:21]=[CH:22][C:17]=1[O:16][CH2:15][C@H:10]1[C@@H:11]([OH:14])[CH2:12][CH2:13][NH:8][CH2:9]1.